Dataset: Catalyst prediction with 721,799 reactions and 888 catalyst types from USPTO. Task: Predict which catalyst facilitates the given reaction. (1) Reactant: [OH:1][C@@H:2]1[C@@H:7]([NH:8][C:9]([C:11]2[CH:20]=[C:19]([CH2:21][C:22]3[CH:23]=[N:24][C:25]([O:28]C)=[CH:26][CH:27]=3)[C:18]3[C:13](=[CH:14][CH:15]=[CH:16][CH:17]=3)[N:12]=2)=[O:10])[CH2:6][CH2:5][O:4][CH2:3]1.C[Si](I)(C)C. Product: [OH:28][C:25]1[N:24]=[CH:23][C:22]([CH2:21][C:19]2[C:18]3[C:13](=[CH:14][CH:15]=[CH:16][CH:17]=3)[N:12]=[C:11]([C:9]([NH:8][C@H:7]3[CH2:6][CH2:5][O:4][CH2:3][C@@H:2]3[OH:1])=[O:10])[CH:20]=2)=[CH:27][CH:26]=1. The catalyst class is: 2. (2) Reactant: Br[C:2]1[CH:3]=[C:4]([O:12][CH3:13])[C:5]([O:10][CH3:11])=[C:6]([CH:9]=1)[C:7]#[N:8].[O:14]1[CH:18]=[CH:17][CH:16]=[C:15]1B(O)O.O1CCOCC1.C([O-])([O-])=O.[Na+].[Na+]. Product: [O:14]1[CH:18]=[CH:17][CH:16]=[C:15]1[C:2]1[CH:3]=[C:4]([O:12][CH3:13])[C:5]([O:10][CH3:11])=[C:6]([CH:9]=1)[C:7]#[N:8]. The catalyst class is: 103. (3) Reactant: [Cl:1][C:2]1[C:7]([NH:8][S:9]([CH3:12])(=[O:11])=[O:10])=[CH:6][C:5]([C:13]2[CH:21]=[C:20]3[C:16]([CH:17]=[N:18][N:19]3S(C3C=CC(C)=CC=3)(=O)=O)=[C:15]([C:32]3[O:33][C:34]([CH2:37]Cl)=[N:35][N:36]=3)[CH:14]=2)=[CH:4][N:3]=1.[CH3:39][CH:40]([N:42]1[CH2:47][CH2:46][NH:45][CH2:44][CH2:43]1)[CH3:41].[OH-].[Na+]. Product: [Cl:1][C:2]1[C:7]([NH:8][S:9]([CH3:12])(=[O:10])=[O:11])=[CH:6][C:5]([C:13]2[CH:21]=[C:20]3[C:16]([CH:17]=[N:18][NH:19]3)=[C:15]([C:32]3[O:33][C:34]([CH2:37][N:45]4[CH2:46][CH2:47][N:42]([CH:40]([CH3:41])[CH3:39])[CH2:43][CH2:44]4)=[N:35][N:36]=3)[CH:14]=2)=[CH:4][N:3]=1. The catalyst class is: 32. (4) Reactant: C([SiH](CC)CC)C.[F:8][C:9]1[C:14]([F:15])=[CH:13][CH:12]=[CH:11][C:10]=1[CH:16](O)[CH2:17][CH2:18][CH2:19][CH2:20][CH2:21][CH2:22][CH2:23][CH2:24][CH3:25]. Product: [CH2:16]([C:10]1[CH:11]=[CH:12][CH:13]=[C:14]([F:15])[C:9]=1[F:8])[CH2:17][CH2:18][CH2:19][CH2:20][CH2:21][CH2:22][CH2:23][CH2:24][CH3:25]. The catalyst class is: 528. (5) Product: [C:22]([O:8][CH2:7][CH2:6][O:5][C:4]1[CH:9]=[CH:10][C:11]([N+:13]([O-:15])=[O:14])=[CH:12][C:3]=1[O:2][CH3:1])(=[O:24])[CH3:23]. Reactant: [CH3:1][O:2][C:3]1[CH:12]=[C:11]([N+:13]([O-:15])=[O:14])[CH:10]=[CH:9][C:4]=1[O:5][CH2:6][CH2:7][OH:8].N1C=CC=CC=1.[C:22](Cl)(=[O:24])[CH3:23].O. The catalyst class is: 1. (6) Reactant: [CH2:1]([O:8][C:9]1[CH:14]=[CH:13][C:12]([CH2:15][C@H:16]([NH:21][C:22](OC)=O)[CH2:17][C:18](O)=[O:19])=[CH:11][CH:10]=1)[C:2]1[CH:7]=[CH:6][CH:5]=[CH:4][CH:3]=1.[H-].[H-].[H-].[H-].[Li+].[Al+3]. Product: [CH2:1]([O:8][C:9]1[CH:14]=[CH:13][C:12]([CH2:15][C@H:16]([NH:21][CH3:22])[CH2:17][CH2:18][OH:19])=[CH:11][CH:10]=1)[C:2]1[CH:3]=[CH:4][CH:5]=[CH:6][CH:7]=1. The catalyst class is: 1.